Dataset: Forward reaction prediction with 1.9M reactions from USPTO patents (1976-2016). Task: Predict the product of the given reaction. (1) Given the reactants C(OC(=O)[NH:7][C@H:8]([CH2:20][CH:21]=[CH2:22])[CH2:9][O:10][CH2:11][C:12]1[CH:17]=[CH:16][CH:15]=[CH:14][C:13]=1[CH2:18][Br:19])(C)(C)C, predict the reaction product. The product is: [Br:19][CH2:18][C:13]1[CH:14]=[CH:15][CH:16]=[CH:17][C:12]=1[CH2:11][O:10][CH2:9][C@H:8]([NH2:7])[CH2:20][CH:21]=[CH2:22]. (2) Given the reactants [Cl:1][C:2]1[CH:3]=[C:4]([NH2:9])[C:5]([NH2:8])=[N:6][CH:7]=1.[C:10](OCC)(=[O:16])[C:11](OCC)=[O:12], predict the reaction product. The product is: [Cl:1][C:2]1[CH:7]=[N:6][C:5]2=[N:8][C:10]([OH:16])=[C:11]([OH:12])[N:9]=[C:4]2[CH:3]=1. (3) Given the reactants [N:1]12[CH2:7][C:4]([C:8]([C:16]3[CH:21]=[CH:20][CH:19]=[CH:18][CH:17]=3)([C:10]3[CH:15]=[CH:14][CH:13]=[CH:12][CH:11]=3)[OH:9])([CH2:5][CH2:6]1)[CH2:3][CH2:2]2.[Br:22][CH2:23][CH:24]1[CH2:29][CH2:28][CH2:27][CH2:26][CH2:25]1, predict the reaction product. The product is: [Br-:22].[CH:24]1([CH2:23][N+:1]23[CH2:7][C:4]([C:8]([OH:9])([C:16]4[CH:21]=[CH:20][CH:19]=[CH:18][CH:17]=4)[C:10]4[CH:15]=[CH:14][CH:13]=[CH:12][CH:11]=4)([CH2:5][CH2:6]2)[CH2:3][CH2:2]3)[CH2:29][CH2:28][CH2:27][CH2:26][CH2:25]1. (4) Given the reactants [C:1](N1C=CN=C1)(=[O:3])[CH3:2].C(N(CC)CC)C.[C:16]([O:20][C:21]([N:23]1[CH2:28][CH2:27][CH2:26][CH2:25][C@@H:24]1[C@@H:29]([OH:41])[C@@H:30]([NH2:40])[CH2:31][C:32]1[CH:37]=[C:36]([F:38])[CH:35]=[C:34]([F:39])[CH:33]=1)=[O:22])([CH3:19])([CH3:18])[CH3:17], predict the reaction product. The product is: [C:16]([O:20][C:21]([N:23]1[CH2:28][CH2:27][CH2:26][CH2:25][C@@H:24]1[C@@H:29]([OH:41])[C@@H:30]([NH:40][C:1](=[O:3])[CH3:2])[CH2:31][C:32]1[CH:37]=[C:36]([F:38])[CH:35]=[C:34]([F:39])[CH:33]=1)=[O:22])([CH3:19])([CH3:17])[CH3:18]. (5) Given the reactants Br[C:2]1[C:3]([N:22]2[CH2:26][CH2:25][C@@H:24]([OH:27])[CH2:23]2)=[N:4][CH:5]=[C:6]([CH:21]=1)[C:7]([NH:9][C:10]1[CH:15]=[CH:14][C:13]([O:16][C:17]([F:20])([F:19])[F:18])=[CH:12][CH:11]=1)=[O:8].[F:28][C:29]1[CH:30]=[C:31]([C:44]([OH:47])([CH3:46])[CH3:45])[CH:32]=[C:33](B2OC(C)(C)C(C)(C)O2)[CH:34]=1, predict the reaction product. The product is: [F:28][C:29]1[CH:34]=[C:33]([C:2]2[C:3]([N:22]3[CH2:26][CH2:25][C@@H:24]([OH:27])[CH2:23]3)=[N:4][CH:5]=[C:6]([CH:21]=2)[C:7]([NH:9][C:10]2[CH:11]=[CH:12][C:13]([O:16][C:17]([F:19])([F:20])[F:18])=[CH:14][CH:15]=2)=[O:8])[CH:32]=[C:31]([C:44]([OH:47])([CH3:45])[CH3:46])[CH:30]=1. (6) Given the reactants S(C)C.[CH3:4][O:5][C:6]([C@H:8]1[N:12]2[C:13](=[O:36])[C:14]([C:34]#[N:35])=[C:15]([CH2:23][C:24]3[C:33]4[C:28](=[CH:29][CH:30]=[CH:31][CH:32]=4)[CH:27]=[CH:26][CH:25]=3)[C:16]([C:17]3[CH:22]=[CH:21][CH:20]=[CH:19][CH:18]=3)=[C:11]2[S:10][CH2:9]1)=[O:7].[OH-].[Na+], predict the reaction product. The product is: [CH3:4][O:5][C:6]([C@H:8]1[N:12]2[C:13](=[O:36])[C:14]([CH2:34][NH2:35])=[C:15]([CH2:23][C:24]3[C:33]4[C:28](=[CH:29][CH:30]=[CH:31][CH:32]=4)[CH:27]=[CH:26][CH:25]=3)[C:16]([C:17]3[CH:22]=[CH:21][CH:20]=[CH:19][CH:18]=3)=[C:11]2[S:10][CH2:9]1)=[O:7]. (7) Given the reactants [Li]CCCC.[CH2:6]([N:13]([CH2:20][C:21]1[CH:26]=[CH:25][CH:24]=[CH:23][CH:22]=1)[CH2:14][C:15]([O:17][CH2:18][CH3:19])=[O:16])[C:7]1[CH:12]=[CH:11][CH:10]=[CH:9][CH:8]=1.[CH3:27][CH:28]([CH3:32])[C:29](Cl)=[O:30], predict the reaction product. The product is: [CH2:20]([N:13]([CH2:6][C:7]1[CH:8]=[CH:9][CH:10]=[CH:11][CH:12]=1)[C@H:14]([C:29](=[O:30])[CH:28]([CH3:32])[CH3:27])[C:15]([O:17][CH2:18][CH3:19])=[O:16])[C:21]1[CH:22]=[CH:23][CH:24]=[CH:25][CH:26]=1. (8) Given the reactants [N:1]1[CH:6]=[CH:5][CH:4]=[C:3]([CH2:7][C:8]2[CH:9]=[N:10][CH:11]=[CH:12][CH:13]=2)[CH:2]=1.[Li+].CC([N-]C(C)C)C.[Br:22][C:23]1[CH:28]=[CH:27][CH:26]=[C:25]([CH:29](Cl)[C:30]2[CH:35]=[CH:34][C:33]([F:36])=[CH:32][CH:31]=2)[N:24]=1, predict the reaction product. The product is: [Br:22][C:23]1[CH:28]=[CH:27][CH:26]=[C:25]([CH:29]([C:30]2[CH:35]=[CH:34][C:33]([F:36])=[CH:32][CH:31]=2)[CH:7]([C:8]2[CH:9]=[N:10][CH:11]=[CH:12][CH:13]=2)[C:3]2[CH:2]=[N:1][CH:6]=[CH:5][CH:4]=2)[N:24]=1. (9) Given the reactants [CH2:1]([O:3][C:4](=[O:16])[CH2:5][C:6]1[CH:7]=[N:8][C:9]([C:12]([F:15])([F:14])[F:13])=[CH:10][CH:11]=1)[CH3:2].[H-].[Na+].C1OCCOCCOCCOCCOCC[O:21][CH2:20]1.C(OC=O)C.Cl, predict the reaction product. The product is: [CH2:1]([O:3][C:4](=[O:16])[C:5]([C:6]1[CH:7]=[N:8][C:9]([C:12]([F:13])([F:14])[F:15])=[CH:10][CH:11]=1)=[CH:20][OH:21])[CH3:2]. (10) Given the reactants [NH2:1][C:2]1[S:3][CH:4]=[C:5]([CH3:7])[N:6]=1.Br[CH2:9][CH:10]1[CH2:15][CH2:14][CH2:13][CH2:12][O:11]1, predict the reaction product. The product is: [NH4+:1].[OH-:11].[CH3:7][C:5]1[N:6]([CH2:9][CH:10]2[CH2:15][CH2:14][CH2:13][CH2:12][O:11]2)[C:2](=[NH:1])[S:3][CH:4]=1.